Dataset: Full USPTO retrosynthesis dataset with 1.9M reactions from patents (1976-2016). Task: Predict the reactants needed to synthesize the given product. (1) Given the product [CH2:18]([O:17][C:12]([C:13]1[C:3]([C:4]2[CH:9]=[CH:8][C:7]([Cl:10])=[CH:6][CH:5]=2)=[N:2][O:1][C:14]=1[CH3:15])=[O:16])[CH3:19], predict the reactants needed to synthesize it. The reactants are: [OH:1]/[N:2]=[C:3](\Cl)/[C:4]1[CH:9]=[CH:8][C:7]([Cl:10])=[CH:6][CH:5]=1.[C:12]([O:17][CH2:18][CH3:19])(=[O:16])[C:13]#[C:14][CH3:15].C(N(CC)CC)C. (2) Given the product [Cl:8][C:5]1[N:4]=[C:3]([NH:9][CH3:10])[C:2]([CH:12]=[CH2:13])=[CH:7][N:6]=1, predict the reactants needed to synthesize it. The reactants are: Br[C:2]1[C:3]([NH:9][CH3:10])=[N:4][C:5]([Cl:8])=[N:6][CH:7]=1.O1C=C[CH:13]=[C:12]1P(C1OC=CC=1)C1OC=CC=1.C(C([Sn])=C(CCCC)CCCC)CCC.[F-].[K+].